From a dataset of Full USPTO retrosynthesis dataset with 1.9M reactions from patents (1976-2016). Predict the reactants needed to synthesize the given product. (1) Given the product [F:22][C:14]1[CH:13]=[C:12]([O:11][CH2:10][C:2]2[N:3]([CH3:23])[C:4]3[CH:9]=[CH:8][CH:7]=[CH:6][C:5]=3[N:1]=2)[C:19]([O:20][CH3:21])=[CH:18][C:15]=1[CH:16]=[O:17], predict the reactants needed to synthesize it. The reactants are: [NH:1]1[C:5]2[CH:6]=[CH:7][CH:8]=[CH:9][C:4]=2[N:3]=[C:2]1[CH2:10][O:11][C:12]1[C:19]([O:20][CH3:21])=[CH:18][C:15]([CH:16]=[O:17])=[C:14]([F:22])[CH:13]=1.[CH3:23]N(C)C=O.[H-].[Na+].CI. (2) Given the product [CH2:1]([O:8][C:9]1[CH:26]=[CH:25][C:24]2[C@@H:23]3[C@H:14]([C@H:15]4[C@@:19]([CH2:21][CH2:22]3)([CH3:20])[C@@H:18]([OH:27])[CH2:17][C@H:16]4[C:28]#[N:29])[CH2:13][CH2:12][C:11]=2[CH:10]=1)[C:2]1[CH:3]=[CH:4][CH:5]=[CH:6][CH:7]=1, predict the reactants needed to synthesize it. The reactants are: [CH2:1]([O:8][C:9]1[CH:26]=[CH:25][C:24]2[C@@H:23]3[C@H:14]([C@H:15]4[C@@:19]([CH2:21][CH2:22]3)([CH3:20])[C:18](=[O:27])[CH2:17][C@H:16]4[C:28]#[N:29])[CH2:13][CH2:12][C:11]=2[CH:10]=1)[C:2]1[CH:7]=[CH:6][CH:5]=[CH:4][CH:3]=1.[BH4-].[Na+]. (3) The reactants are: [NH2:1][C:2]1[N:7]([CH2:8][CH:9]([CH3:11])[CH3:10])[C:6](=[S:12])[NH:5][C:4](=[O:13])[CH:3]=1.[N:14]([O-])=[O:15].[Na+].O. Given the product [NH2:1][C:2]1[N:7]([CH2:8][CH:9]([CH3:11])[CH3:10])[C:6](=[S:12])[NH:5][C:4](=[O:13])[C:3]=1[N:14]=[O:15], predict the reactants needed to synthesize it. (4) Given the product [C:28]([O:27][C:25]([N:21]1[CH2:22][CH2:23][CH2:24][C@H:19]([C:17](=[O:18])[C:1]2[CH:6]=[CH:5][CH:4]=[CH:3][CH:2]=2)[CH2:20]1)=[O:26])([CH3:31])([CH3:30])[CH3:29], predict the reactants needed to synthesize it. The reactants are: [C:1]1([Mg]Br)[CH:6]=[CH:5][CH:4]=[CH:3][CH:2]=1.C(OCC)C.CON(C)[C:17]([C@H:19]1[CH2:24][CH2:23][CH2:22][N:21]([C:25]([O:27][C:28]([CH3:31])([CH3:30])[CH3:29])=[O:26])[CH2:20]1)=[O:18]. (5) Given the product [CH3:3][C:4]1[CH:9]=[C:8]([C:10]2[CH:11]=[N:12][CH:13]=[N:14][CH:15]=2)[CH:7]=[C:6]([CH3:16])[C:5]=1[C:17]1[CH:25]=[CH:24][C:23]([F:26])=[C:22]2[C:18]=1[CH2:19][CH2:20][C@H:21]2[O:27][C:28]1[CH:41]=[CH:40][C:31]2[C@H:32]([CH2:35][C:36]([OH:38])=[O:37])[CH2:33][O:34][C:30]=2[CH:29]=1, predict the reactants needed to synthesize it. The reactants are: [OH-].[Na+].[CH3:3][C:4]1[CH:9]=[C:8]([C:10]2[CH:11]=[N:12][CH:13]=[N:14][CH:15]=2)[CH:7]=[C:6]([CH3:16])[C:5]=1[C:17]1[CH:25]=[CH:24][C:23]([F:26])=[C:22]2[C:18]=1[CH2:19][CH2:20][C@H:21]2[O:27][C:28]1[CH:41]=[CH:40][C:31]2[C@H:32]([CH2:35][C:36]([O:38]C)=[O:37])[CH2:33][O:34][C:30]=2[CH:29]=1.Cl. (6) Given the product [Br:23][C:19]1[CH:18]=[C:17]([N:16]2[C:12]3=[N:8][C:9]([CH3:10])=[N:4][CH:29]=[C:13]3[C:14]([C:24]([O:26][CH2:27][CH3:28])=[O:25])=[N:15]2)[CH:22]=[CH:21][CH:20]=1, predict the reactants needed to synthesize it. The reactants are: C([O-])=O.[NH4+:4].C([N:8]([C:12]1[N:16]([C:17]2[CH:22]=[CH:21][CH:20]=[C:19]([Br:23])[CH:18]=2)[N:15]=[C:14]([C:24]([O:26][CH2:27][CH3:28])=[O:25])[C:13]=1[CH:29]=O)[C:9](=O)[CH3:10])(=O)C.